This data is from Peptide-MHC class II binding affinity with 134,281 pairs from IEDB. The task is: Regression. Given a peptide amino acid sequence and an MHC pseudo amino acid sequence, predict their binding affinity value. This is MHC class II binding data. (1) The peptide sequence is LLEFAVVLELAILSI. The MHC is DRB1_0701 with pseudo-sequence DRB1_0701. The binding affinity (normalized) is 0.424. (2) The peptide sequence is FLIYITELLKKLQST. The MHC is HLA-DPA10301-DPB10402 with pseudo-sequence HLA-DPA10301-DPB10402. The binding affinity (normalized) is 0.801. (3) The peptide sequence is DSNIMNSINNVMDEIDFFEK. The MHC is HLA-DPA10301-DPB10402 with pseudo-sequence HLA-DPA10301-DPB10402. The binding affinity (normalized) is 0.347. (4) The peptide sequence is EAKYWCPDSMEYNCP. The MHC is DRB1_0801 with pseudo-sequence DRB1_0801. The binding affinity (normalized) is 0.